This data is from Full USPTO retrosynthesis dataset with 1.9M reactions from patents (1976-2016). The task is: Predict the reactants needed to synthesize the given product. (1) Given the product [CH3:1][C:2]1[N:6]=[C:5]([CH2:7][C:8]2[CH:9]=[C:10]([CH2:14][C:15]([OH:17])=[O:16])[CH:11]=[CH:12][CH:13]=2)[O:4][N:3]=1, predict the reactants needed to synthesize it. The reactants are: [CH3:1][C:2]1[N:6]=[C:5]([CH2:7][C:8]2[CH:9]=[C:10]([CH2:14][C:15]([O:17]C(C)(C)C)=[O:16])[CH:11]=[CH:12][CH:13]=2)[O:4][N:3]=1.Cl. (2) Given the product [OH:6][CH:7]([C:16]1[CH:17]=[CH:18][N:19]=[CH:20][CH:21]=1)[C:8]([C:10]1[CH:15]=[CH:14][CH:13]=[CH:12][CH:11]=1)=[O:9], predict the reactants needed to synthesize it. The reactants are: C([Si](C)(C)[O:6][CH:7]([C:16]1[CH:21]=[CH:20][N:19]=[CH:18][CH:17]=1)[C:8]([C:10]1[CH:15]=[CH:14][CH:13]=[CH:12][CH:11]=1)=[O:9])(C)(C)C.[F-].C([N+](CCCC)(CCCC)CCCC)CCC. (3) Given the product [C:53]([O:52][C:50]([NH:5][C@H:4]([CH:1]1[CH2:3][CH2:2]1)[C:37]([OH:40])=[O:38])=[O:51])([CH3:54])([CH3:55])[CH3:56], predict the reactants needed to synthesize it. The reactants are: [CH:1]1([C:4]2C(C3C=CC=C4C=3C=NC(C=C)=N4)=CC(C#N)=C(N3CCN(C(=O)CCOC)[C@H](C)C3)[N:5]=2)[CH2:3][CH2:2]1.[C:37]([O-:40])(O)=[O:38].[Na+].[CH3:54][C:53]([O:52][C:50](O[C:50]([O:52][C:53]([CH3:56])([CH3:55])[CH3:54])=[O:51])=[O:51])([CH3:56])[CH3:55]. (4) Given the product [CH3:19][C:18]1[CH:17]=[CH:16][C:15]([S:12]([O:11][CH2:10][CH2:9][CH2:8][CH2:7][CH:6]2[CH2:5][CH2:4][O:3][S:1](=[O:23])(=[O:22])[NH:2]2)(=[O:13])=[O:14])=[CH:21][CH:20]=1, predict the reactants needed to synthesize it. The reactants are: [S:1](=[O:23])(=[O:22])([O:3][CH2:4][CH2:5][CH2:6][CH2:7][CH2:8][CH2:9][CH2:10][O:11][S:12]([C:15]1[CH:21]=[CH:20][C:18]([CH3:19])=[CH:17][CH:16]=1)(=[O:14])=[O:13])[NH2:2]. (5) Given the product [C:7]([O:10][C@@H:11]1[C@@H:19]([C@@:20]2([CH3:47])[CH2:25][CH2:24][C@H:23]([O:26][Si:27]([C:40]([CH3:43])([CH3:42])[CH3:41])([C:34]3[CH:39]=[CH:38][CH:37]=[CH:36][CH:35]=3)[C:28]3[CH:29]=[CH:30][CH:31]=[CH:32][CH:33]=3)[CH2:22][C@@H:21]2[CH2:44][CH2:45][OH:46])[CH2:18][CH2:17][C@@:16]2([CH3:48])[C@H:12]1[CH2:13][CH2:14][C:15]2=[CH2:1])(=[O:9])[CH3:8], predict the reactants needed to synthesize it. The reactants are: [CH3:1]C([O-])(C)C.[K+].[C:7]([O:10][C@@H:11]1[C@@H:19]([C@@:20]2([CH3:47])[CH2:25][CH2:24][C@H:23]([O:26][Si:27]([C:40]([CH3:43])([CH3:42])[CH3:41])([C:34]3[CH:39]=[CH:38][CH:37]=[CH:36][CH:35]=3)[C:28]3[CH:33]=[CH:32][CH:31]=[CH:30][CH:29]=3)[CH2:22][C@@H:21]2[CH2:44][CH2:45][OH:46])[CH2:18][CH2:17][C@@:16]2([CH3:48])[C@H:12]1[CH2:13][CH2:14][C:15]2=O)(=[O:9])[CH3:8].C([O-])(O)=O.[Na+]. (6) Given the product [CH3:7][CH2:4][O:3][C:1]([CH3:14])=[O:2].[CH3:22][CH2:23][CH2:14][CH2:15][CH2:16][CH3:17].[NH4+:8].[OH-:34], predict the reactants needed to synthesize it. The reactants are: [C:1]([NH:8]CC(O)=O)([O:3][C:4]([CH3:7])(C)C)=[O:2].Br[C:14]1[CH:23]=[CH:22][C:17](CCCN)=[CH:16][CH:15]=1.CCN(C(C)C)C(C)C.C([O-])(O)=[O:34].[Na+].